Dataset: Full USPTO retrosynthesis dataset with 1.9M reactions from patents (1976-2016). Task: Predict the reactants needed to synthesize the given product. (1) Given the product [CH:26]1([NH:29][C:17]([C@H:14]2[CH2:13][CH2:12][C@H:11]([CH2:10][N:8]([C:5]3[N:6]=[CH:7][C:2]([Br:1])=[CH:3][N:4]=3)[CH3:9])[CH2:16][CH2:15]2)=[O:19])[CH2:28][CH2:27]1, predict the reactants needed to synthesize it. The reactants are: [Br:1][C:2]1[CH:3]=[N:4][C:5]([N:8]([CH2:10][C@H:11]2[CH2:16][CH2:15][C@H:14]([C:17]([OH:19])=O)[CH2:13][CH2:12]2)[CH3:9])=[N:6][CH:7]=1.C(Cl)(=O)C(Cl)=O.[CH:26]1([NH2:29])[CH2:28][CH2:27]1. (2) Given the product [NH2:6][CH2:7][C:8]1[N:16]2[C:11]([CH2:12][CH2:13][CH2:14][CH2:15]2)=[CH:10][C:9]=1[C:17]([O:19][CH3:20])=[O:18], predict the reactants needed to synthesize it. The reactants are: CC(C)(S([NH:6][CH2:7][C:8]1[N:16]2[C:11]([CH2:12][CH2:13][CH2:14][CH2:15]2)=[CH:10][C:9]=1[C:17]([O:19][CH3:20])=[O:18])=O)C.Cl.C(OCC)C.C([O-])(O)=O.[Na+]. (3) Given the product [F:1][C:2]1([F:32])[C:8]([CH3:10])([CH3:9])[O:7][CH2:6][C:5](=[S:42])[NH:4][C@@:3]1([C:13]1[CH:18]=[C:17]([C:19]2[CH:20]=[N:21][N:22]([C:24]3[CH:29]=[CH:28][C:27]([F:30])=[CH:26][CH:25]=3)[CH:23]=2)[CH:16]=[CH:15][C:14]=1[F:31])[CH3:12], predict the reactants needed to synthesize it. The reactants are: [F:1][C:2]1([F:32])[C:8]([CH3:10])([CH3:9])[O:7][CH2:6][C:5](=O)[NH:4][C@@:3]1([C:13]1[CH:18]=[C:17]([C:19]2[CH:20]=[N:21][N:22]([C:24]3[CH:29]=[CH:28][C:27]([F:30])=[CH:26][CH:25]=3)[CH:23]=2)[CH:16]=[CH:15][C:14]=1[F:31])[CH3:12].COC1C=CC(P2(SP(C3C=CC(OC)=CC=3)(=S)S2)=[S:42])=CC=1. (4) Given the product [CH2:6]([O:13][NH:14][C@H:15]1[CH2:20][NH:19][CH:18]([C:38]([NH2:39])=[O:40])[C:17]([CH2:41][O:42][Si:43]([C:46]([CH3:49])([CH3:48])[CH3:47])([CH3:44])[CH3:45])=[CH:16]1)[C:7]1[CH:12]=[CH:11][CH:10]=[CH:9][CH:8]=1, predict the reactants needed to synthesize it. The reactants are: C(NCC)C.[CH2:6]([O:13][NH:14][C@H:15]1[CH2:20][N:19](C(OCC2C3C=CC=CC=3C3C2=CC=CC=3)=O)[CH:18]([C:38](=[O:40])[NH2:39])[C:17]([CH2:41][O:42][Si:43]([C:46]([CH3:49])([CH3:48])[CH3:47])([CH3:45])[CH3:44])=[CH:16]1)[C:7]1[CH:12]=[CH:11][CH:10]=[CH:9][CH:8]=1.